Dataset: Full USPTO retrosynthesis dataset with 1.9M reactions from patents (1976-2016). Task: Predict the reactants needed to synthesize the given product. Given the product [OH:30][C@@H:31]([C@H:33]1[C:62](=[O:63])[N:35]2[C:36]([C:56]([O:58][CH2:59][CH:60]=[CH2:61])=[O:57])=[C:37]([C:40]3[S:44][C:43]4=[C:45]([C:48]([C:50]5[CH:51]=[N:52][CH:53]=[CH:54][CH:55]=5)=[O:49])[N:46]=[CH:47][N:42]4[CH:41]=3)[C@H:38]([CH3:39])[C@H:34]12)[CH3:32], predict the reactants needed to synthesize it. The reactants are: C(O)(=O)C.[F-].C([N+](CCCC)(CCCC)CCCC)CCC.[Si]([O:30][C@@H:31]([C@H:33]1[C:62](=[O:63])[N:35]2[C:36]([C:56]([O:58][CH2:59][CH:60]=[CH2:61])=[O:57])=[C:37]([C:40]3[S:44][C:43]4=[C:45]([C:48]([C:50]5[CH:51]=[N:52][CH:53]=[CH:54][CH:55]=5)=[O:49])[N:46]=[CH:47][N:42]4[CH:41]=3)[C@H:38]([CH3:39])[C@H:34]12)[CH3:32])(C(C)(C)C)(C)C.